Dataset: Catalyst prediction with 721,799 reactions and 888 catalyst types from USPTO. Task: Predict which catalyst facilitates the given reaction. (1) Reactant: [F:1][C:2]1[CH:3]=[CH:4][C:5]2[N:10]([C:11]3[CH:16]=[CH:15][CH:14]=[CH:13][C:12]=3[F:17])[S:9](=[O:19])(=[O:18])[CH:8]([CH2:20][CH2:21][CH2:22][NH:23][CH3:24])[CH2:7][C:6]=2[CH:25]=1.Br[C:27]1C=CC(F)=CC=1CCS(Cl)(=O)=O.FC1C=C(C)C=CC=1N.CN(C)CC. Product: [F:1][C:2]1[CH:3]=[CH:4][C:5]2[N:10]([C:11]3[CH:16]=[CH:15][C:14]([CH3:27])=[CH:13][C:12]=3[F:17])[S:9](=[O:19])(=[O:18])[CH:8]([CH2:20][CH2:21][CH2:22][NH:23][CH3:24])[CH2:7][C:6]=2[CH:25]=1. The catalyst class is: 5. (2) Reactant: [Cl:1][C:2]1[C:7]2[CH2:8][CH2:9][N:10]([CH2:11][C:12]([N:14]([CH2:17][CH3:18])[CH2:15][CH3:16])=[O:13])[C:6]=2[CH:5]=[CH:4][N:3]=1. Product: [Cl:1][C:2]1[C:7]2[CH:8]=[CH:9][N:10]([CH2:11][C:12]([N:14]([CH2:17][CH3:18])[CH2:15][CH3:16])=[O:13])[C:6]=2[CH:5]=[CH:4][N:3]=1. The catalyst class is: 725. (3) Reactant: [H-].[Na+].[C:3](=[O:8])([O:6][CH3:7])OC.[CH3:9][O:10][C:11]1[CH:20]=[C:19]2[C:14]([CH2:15][CH2:16][CH2:17][C:18]2=[O:21])=[CH:13][CH:12]=1.CC(O)=O. Product: [CH3:9][O:10][C:11]1[CH:20]=[C:19]2[C:14]([CH2:15][CH2:16][CH:17]([C:3]([O:6][CH3:7])=[O:8])[C:18]2=[O:21])=[CH:13][CH:12]=1. The catalyst class is: 20. (4) Reactant: CCN(C(C)C)C(C)C.[F:10][C:11]1[CH:12]=[C:13]([N:17]2[CH:21]=[C:20]([C:22]([OH:24])=O)[N:19]=[N:18]2)[CH:14]=[CH:15][CH:16]=1.FC1C=C(C=CC=1)N.C1C=CC2N(O)N=NC=2C=1.CCN=C=NCCCN(C)C.Cl.[NH2:55][CH2:56][C:57]([N:59]1[CH2:64][CH2:63][CH:62]([O:65][C:66]2[CH:71]=[CH:70][CH:69]=[C:68]([C:72]([F:75])([F:74])[F:73])[CH:67]=2)[CH2:61][CH2:60]1)=[O:58]. Product: [O:58]=[C:57]([N:59]1[CH2:60][CH2:61][CH:62]([O:65][C:66]2[CH:71]=[CH:70][CH:69]=[C:68]([C:72]([F:75])([F:73])[F:74])[CH:67]=2)[CH2:63][CH2:64]1)[CH2:56][NH:55][C:22]([C:20]1[N:19]=[N:18][N:17]([C:13]2[CH:14]=[CH:15][CH:16]=[C:11]([F:10])[CH:12]=2)[CH:21]=1)=[O:24]. The catalyst class is: 18. (5) Reactant: [Br:1][C:2]1[CH:7]=[CH:6][C:5]([CH:8]([C:10]2[CH:15]=[CH:14][CH:13]=[CH:12][CH:11]=2)[OH:9])=[CH:4][CH:3]=1.[H-].[Na+].[Cl:18][C:19]([Cl:23])([Cl:22])[C:20]#[N:21]. Product: [Cl:18][C:19]([Cl:23])([Cl:22])[C:20](=[NH:21])[O:9][CH:8]([C:5]1[CH:4]=[CH:3][C:2]([Br:1])=[CH:7][CH:6]=1)[C:10]1[CH:11]=[CH:12][CH:13]=[CH:14][CH:15]=1. The catalyst class is: 28. (6) Reactant: [CH3:1][N:2]1[CH2:6][CH2:5][CH2:4][C@H:3]1[C:7]([NH:9][C:10]1[CH:11]=[C:12]([C:16]2[N:25]=[C:24]([NH:26][C:27]3[CH:28]=[C:29]4[C:33](=[CH:34][CH:35]=3)[N:32](C(OC(C)(C)C)=O)[N:31]=[CH:30]4)[C:23]3[C:18](=[CH:19][CH:20]=[CH:21][CH:22]=3)[N:17]=2)[CH:13]=[CH:14][CH:15]=1)=[O:8].C(O)(C(F)(F)F)=O. Product: [NH:32]1[C:33]2[C:29](=[CH:28][C:27]([NH:26][C:24]3[C:23]4[C:18](=[CH:19][CH:20]=[CH:21][CH:22]=4)[N:17]=[C:16]([C:12]4[CH:11]=[C:10]([NH:9][C:7]([C@@H:3]5[CH2:4][CH2:5][CH2:6][N:2]5[CH3:1])=[O:8])[CH:15]=[CH:14][CH:13]=4)[N:25]=3)=[CH:35][CH:34]=2)[CH:30]=[N:31]1. The catalyst class is: 2.